From a dataset of Catalyst prediction with 721,799 reactions and 888 catalyst types from USPTO. Predict which catalyst facilitates the given reaction. Reactant: C(OC([NH:8][CH2:9][C:10]1[C:11]([CH2:27][CH:28]([CH3:30])[CH3:29])=[N:12][C:13]([CH3:26])=[C:14]([C:18]=1[C:19]1[CH:24]=[CH:23][C:22]([CH3:25])=[CH:21][CH:20]=1)[C:15]([OH:17])=[O:16])=O)(C)(C)C.O1CCOCC1.[ClH:37]. Product: [ClH:37].[ClH:37].[NH2:8][CH2:9][C:10]1[C:11]([CH2:27][CH:28]([CH3:30])[CH3:29])=[N:12][C:13]([CH3:26])=[C:14]([C:18]=1[C:19]1[CH:24]=[CH:23][C:22]([CH3:25])=[CH:21][CH:20]=1)[C:15]([OH:17])=[O:16]. The catalyst class is: 12.